This data is from Full USPTO retrosynthesis dataset with 1.9M reactions from patents (1976-2016). The task is: Predict the reactants needed to synthesize the given product. Given the product [OH:3][CH2:2][CH2:1][O:4][C:14](=[O:15])[C:13]([Br:12])([CH3:18])[CH3:17], predict the reactants needed to synthesize it. The reactants are: [CH2:1]([OH:4])[CH2:2][OH:3].CCN(CC)CC.[Br:12][C:13]([CH3:18])([CH3:17])[C:14](Br)=[O:15].